This data is from Catalyst prediction with 721,799 reactions and 888 catalyst types from USPTO. The task is: Predict which catalyst facilitates the given reaction. (1) Reactant: C[O:2][C:3]1[CH:8]=[CH:7][C:6]([C:9]([C:11]2[CH:16]=[CH:15][C:14]([CH2:17][CH2:18][C:19]([O:21][CH3:22])=[O:20])=[CH:13][CH:12]=2)=[O:10])=[CH:5][CH:4]=1.[Al+3].[Cl-].[Cl-].[Cl-].O. Product: [OH:2][C:3]1[CH:4]=[CH:5][C:6]([C:9]([C:11]2[CH:16]=[CH:15][C:14]([CH2:17][CH2:18][C:19]([O:21][CH3:22])=[O:20])=[CH:13][CH:12]=2)=[O:10])=[CH:7][CH:8]=1. The catalyst class is: 48. (2) Reactant: [CH2:1]([S:3]([C:6]1[CH:7]=[C:8]([C:12]2[CH:20]=[C:19]([C:21]#[N:22])[CH:18]=[C:17]3[C:13]=2[C:14]2[CH:26]=[C:25]([CH3:27])[CH:24]=[N:23][C:15]=2[NH:16]3)[CH:9]=[CH:10][CH:11]=1)(=[O:5])=[O:4])[CH3:2].[N-:28]=[N+:29]=[N-:30].[Na+].[Cl-].[NH4+]. Product: [CH2:1]([S:3]([C:6]1[CH:7]=[C:8]([C:12]2[CH:20]=[C:19]([C:21]3[N:28]=[N:29][NH:30][N:22]=3)[CH:18]=[C:17]3[C:13]=2[C:14]2[CH:26]=[C:25]([CH3:27])[CH:24]=[N:23][C:15]=2[NH:16]3)[CH:9]=[CH:10][CH:11]=1)(=[O:5])=[O:4])[CH3:2]. The catalyst class is: 3. (3) Reactant: [CH3:1][C:2]1[NH:3][C:4]([CH3:12])=[CH:5][C:6](=[O:11])[C:7]=1[N+:8]([O-:10])=[O:9].C1C(=O)N([I:20])C(=O)C1.[O-]S([O-])(=S)=O.[Na+].[Na+]. Product: [I:20][C:5]1[C:6](=[O:11])[C:7]([N+:8]([O-:10])=[O:9])=[C:2]([CH3:1])[NH:3][C:4]=1[CH3:12]. The catalyst class is: 15. (4) Reactant: [CH2:1]([N:8]1[C:12]2=[C:13]([N:18]3[CH2:27][CH2:26][C:25]4[C:20](=[CH:21][CH:22]=[CH:23][CH:24]=4)[CH2:19]3)[N:14]=[C:15](Cl)[CH:16]=[C:11]2[C:10]([CH3:28])=[C:9]1[CH3:29])[C:2]1[CH:7]=[CH:6][CH:5]=[CH:4][CH:3]=1.[SH-:30].[Na+].O. Product: [CH2:1]([N:8]1[C:12]2=[C:13]([N:18]3[CH2:27][CH2:26][C:25]4[C:20](=[CH:21][CH:22]=[CH:23][CH:24]=4)[CH2:19]3)[N:14]=[C:15]([SH:30])[CH:16]=[C:11]2[C:10]([CH3:28])=[C:9]1[CH3:29])[C:2]1[CH:7]=[CH:6][CH:5]=[CH:4][CH:3]=1. The catalyst class is: 5. (5) Reactant: [CH2:1]([CH:5]([C:9](O)=O)[C:6]([OH:8])=[O:7])[CH:2]([CH3:4])[CH3:3].C(OCC)(=O)C.C(NCC)C.Cl. Product: [CH2:1]([C:5](=[CH2:9])[C:6]([OH:8])=[O:7])[CH:2]([CH3:4])[CH3:3]. The catalyst class is: 28. (6) Reactant: O1[CH:5]=[N:4][N:3]=[C:2]1[C:6]1[CH:23]=[CH:22][C:9]([O:10][CH2:11][C:12]2[CH:21]=[CH:20][C:19]3[C:14](=[CH:15][CH:16]=[CH:17][CH:18]=3)[N:13]=2)=[CH:8][CH:7]=1.[NH2:24][C:25]1[CH:30]=[CH:29][CH:28]=[CH:27][CH:26]=1.C(=O)(O)[O-].[Na+]. Product: [C:25]1([N:24]2[CH:5]=[N:4][N:3]=[C:2]2[C:6]2[CH:23]=[CH:22][C:9]([O:10][CH2:11][C:12]3[CH:21]=[CH:20][C:19]4[C:14](=[CH:15][CH:16]=[CH:17][CH:18]=4)[N:13]=3)=[CH:8][CH:7]=2)[CH:30]=[CH:29][CH:28]=[CH:27][CH:26]=1. The catalyst class is: 86. (7) Reactant: [NH2:1][C:2]1[O:6][CH:5]([C:7]2[CH:12]=[CH:11][C:10]([Cl:13])=[CH:9][CH:8]=2)[C:4](=[O:14])[C:3]=1[OH:15].C([O-])([O-])=O.[K+].[K+].[CH2:22]([S:24](Cl)(=[O:26])=[O:25])[CH3:23]. Product: [OH:15][C:3]1[C:4]([OH:14])=[C:5]([C:7]2[CH:8]=[CH:9][C:10]([Cl:13])=[CH:11][CH:12]=2)[O:6][C:2]=1[NH:1][S:24]([CH2:22][CH3:23])(=[O:26])=[O:25]. The catalyst class is: 1. (8) Reactant: [Br:1][C:2]1[CH:3]=[CH:4][C:5](/[CH:8]=[N:9]/[S@@:10]([C:12]([CH3:15])([CH3:14])[CH3:13])=[O:11])=[N:6][CH:7]=1.[CH3:16][Mg+].[Br-]. The catalyst class is: 2. Product: [Br:1][C:2]1[CH:3]=[CH:4][C:5]([C@H:8]([NH:9][S@@:10]([C:12]([CH3:15])([CH3:14])[CH3:13])=[O:11])[CH3:16])=[N:6][CH:7]=1.